Dataset: Forward reaction prediction with 1.9M reactions from USPTO patents (1976-2016). Task: Predict the product of the given reaction. The product is: [CH2:1]([O:8][C:9]([N:11]1[CH:18]=[CH:17][N:15]([CH3:16])[C:13](=[O:14])[CH2:12]1)=[O:10])[C:2]1[CH:3]=[CH:4][CH:5]=[CH:6][CH:7]=1. Given the reactants [CH2:1]([O:8][C:9]([NH:11][CH2:12][C:13]([N:15]([CH2:17][CH:18](OC)OC)[CH3:16])=[O:14])=[O:10])[C:2]1[CH:7]=[CH:6][CH:5]=[CH:4][CH:3]=1.O.C1(C)C=CC(S(O)(=O)=O)=CC=1, predict the reaction product.